This data is from Peptide-MHC class I binding affinity with 185,985 pairs from IEDB/IMGT. The task is: Regression. Given a peptide amino acid sequence and an MHC pseudo amino acid sequence, predict their binding affinity value. This is MHC class I binding data. (1) The peptide sequence is LNQAVNNLV. The MHC is HLA-A02:01 with pseudo-sequence HLA-A02:01. The binding affinity (normalized) is 0.170. (2) The peptide sequence is FIRDCSVAL. The MHC is HLA-B07:02 with pseudo-sequence HLA-B07:02. The binding affinity (normalized) is 0.936. (3) The peptide sequence is ISTNIRQAGVQYSR. The MHC is HLA-A02:06 with pseudo-sequence HLA-A02:06. The binding affinity (normalized) is 0. (4) The peptide sequence is FPTQADAIG. The MHC is HLA-A80:01 with pseudo-sequence HLA-A80:01. The binding affinity (normalized) is 0.0847. (5) The peptide sequence is GVRFFFYTSK. The MHC is HLA-A03:01 with pseudo-sequence HLA-A03:01. The binding affinity (normalized) is 0.585.